From a dataset of Full USPTO retrosynthesis dataset with 1.9M reactions from patents (1976-2016). Predict the reactants needed to synthesize the given product. (1) Given the product [F:9][C:8]([F:11])([F:10])[C:4]1[CH:3]=[C:2]([C:13]2[S:12][CH:16]=[CH:15][CH:14]=2)[CH:7]=[CH:6][CH:5]=1, predict the reactants needed to synthesize it. The reactants are: Br[C:2]1[CH:3]=[C:4]([C:8]([F:11])([F:10])[F:9])[CH:5]=[CH:6][CH:7]=1.[S:12]1[CH:16]=[CH:15][CH:14]=[C:13]1B(O)O. (2) Given the product [Cl:37][C:34]1[CH:33]=[CH:32][C:31]([C:29]([C:38]2[CH:43]=[CH:42][C:41]([Cl:44])=[CH:40][CH:39]=2)([OH:30])[C:10]2[CH:11]=[C:12]3[C:7](=[CH:8][CH:9]=2)[N:6]=[C:5]([O:4][CH2:3][CH2:2][NH:1][S:53]([CH3:52])(=[O:55])=[O:54])[N:14]=[C:13]3[NH:15][CH:16]2[CH2:17][CH2:18][N:19]([C:22]([O:24][C:25]([CH3:27])([CH3:28])[CH3:26])=[O:23])[CH2:20][CH2:21]2)=[CH:36][CH:35]=1, predict the reactants needed to synthesize it. The reactants are: [NH2:1][CH2:2][CH2:3][O:4][C:5]1[N:14]=[C:13]([NH:15][CH:16]2[CH2:21][CH2:20][N:19]([C:22]([O:24][C:25]([CH3:28])([CH3:27])[CH3:26])=[O:23])[CH2:18][CH2:17]2)[C:12]2[C:7](=[CH:8][CH:9]=[C:10]([C:29]([C:38]3[CH:43]=[CH:42][C:41]([Cl:44])=[CH:40][CH:39]=3)([C:31]3[CH:36]=[CH:35][C:34]([Cl:37])=[CH:33][CH:32]=3)[OH:30])[CH:11]=2)[N:6]=1.C(N(CC)CC)C.[CH3:52][S:53](Cl)(=[O:55])=[O:54]. (3) The reactants are: Cl[C:2]1[N:3]=[C:4]([N:23]2[CH2:28][CH2:27][O:26][CH2:25][CH2:24]2)[C:5]2[S:10][C:9]([C:11]3[CH:12]=[C:13]([NH:17][C:18](=[O:22])[CH2:19][O:20][CH3:21])[CH:14]=[CH:15][CH:16]=3)=[CH:8][C:6]=2[N:7]=1.CC1(C)C(C)(C)OB([C:37]2[CH:45]=[CH:44][CH:43]=[C:42]3[C:38]=2[CH:39]=[N:40][NH:41]3)O1. Given the product [NH:41]1[C:42]2[C:38](=[C:37]([C:2]3[N:3]=[C:4]([N:23]4[CH2:28][CH2:27][O:26][CH2:25][CH2:24]4)[C:5]4[S:10][C:9]([C:11]5[CH:12]=[C:13]([NH:17][C:18](=[O:22])[CH2:19][O:20][CH3:21])[CH:14]=[CH:15][CH:16]=5)=[CH:8][C:6]=4[N:7]=3)[CH:45]=[CH:44][CH:43]=2)[CH:39]=[N:40]1, predict the reactants needed to synthesize it. (4) Given the product [Cl:19][C:20]1[CH:25]=[CH:24][N:23]=[C:22]([CH:26]=[CH:11][C:12]([O:14][C:15]([CH3:16])([CH3:17])[CH3:18])=[O:13])[CH:21]=1, predict the reactants needed to synthesize it. The reactants are: [H-].[Na+].C(OP([CH2:11][C:12]([O:14][C:15]([CH3:18])([CH3:17])[CH3:16])=[O:13])(OCC)=O)C.[Cl:19][C:20]1[CH:25]=[CH:24][N:23]=[C:22]([CH:26]=O)[CH:21]=1. (5) The reactants are: [Li+].C[Si]([N-][Si](C)(C)C)(C)C.[CH3:11][O:12][C:13]([CH:15]1[CH2:19][C:18](=[O:20])[N:17]([C:21]2[C:26]([CH3:27])=[CH:25][CH:24]=[CH:23][C:22]=2[CH3:28])[CH2:16]1)=[O:14].I[CH:30]1[CH2:33][CH2:32][CH2:31]1.[NH4+].[Cl-]. Given the product [CH3:11][O:12][C:13]([C:15]1([CH:30]2[CH2:33][CH2:32][CH2:31]2)[CH2:19][C:18](=[O:20])[N:17]([C:21]2[C:26]([CH3:27])=[CH:25][CH:24]=[CH:23][C:22]=2[CH3:28])[CH2:16]1)=[O:14], predict the reactants needed to synthesize it.